From a dataset of Reaction yield outcomes from USPTO patents with 853,638 reactions. Predict the reaction yield, written as a fraction of the theoretical maximum amount of product (1.0 means a 100% yield; for example, 0.34 means a 34% yield). The reactants are [CH:1]1([N:4]2[C:9](=[O:10])[C:8]3=[C:11]([NH:18][C:19]4[CH:24]=[CH:23][C:22](I)=[CH:21][C:20]=4[F:26])[N:12]([CH3:17])[C:13](=[O:16])[C:14]([CH3:15])=[C:7]3[N:6]([C:27]3[CH:28]=[C:29]([NH:33][C:34](=[O:36])[CH3:35])[CH:30]=[CH:31][CH:32]=3)[C:5]2=[O:37])[CH2:3][CH2:2]1.C(Cl)(Cl)Cl.[CH3:42][Si:43]([C:46]#[CH:47])([CH3:45])[CH3:44]. The catalyst is [Cu]I.C1C=CC(P(C2C=CC=CC=2)C2C=CC=CC=2)=CC=1.C1C=CC(P(C2C=CC=CC=2)C2C=CC=CC=2)=CC=1.Cl[Pd]Cl.C(N(CC)CC)C. The product is [CH:1]1([N:4]2[C:9](=[O:10])[C:8]3=[C:11]([NH:18][C:19]4[CH:24]=[CH:23][C:22]([C:47]#[C:46][Si:43]([CH3:45])([CH3:44])[CH3:42])=[CH:21][C:20]=4[F:26])[N:12]([CH3:17])[C:13](=[O:16])[C:14]([CH3:15])=[C:7]3[N:6]([C:27]3[CH:28]=[C:29]([NH:33][C:34](=[O:36])[CH3:35])[CH:30]=[CH:31][CH:32]=3)[C:5]2=[O:37])[CH2:3][CH2:2]1. The yield is 0.930.